From a dataset of Full USPTO retrosynthesis dataset with 1.9M reactions from patents (1976-2016). Predict the reactants needed to synthesize the given product. (1) Given the product [N+:1]([C:4]1[CH:9]=[CH:8][C:7]([S:10]([NH:13][CH2:14][CH:15]([CH:26]2[CH2:31][CH2:30][NH:29][CH2:28][CH2:27]2)[C:16]2[CH:21]=[CH:20][C:19]([C:22]([F:25])([F:23])[F:24])=[CH:18][CH:17]=2)(=[O:11])=[O:12])=[CH:6][CH:5]=1)([O-:3])=[O:2], predict the reactants needed to synthesize it. The reactants are: [N+:1]([C:4]1[CH:9]=[CH:8][C:7]([S:10]([NH:13][CH2:14][CH:15]([CH:26]2[CH2:31][CH2:30][N:29](C(OC(C)(C)C)=O)[CH2:28][CH2:27]2)[C:16]2[CH:21]=[CH:20][C:19]([C:22]([F:25])([F:24])[F:23])=[CH:18][CH:17]=2)(=[O:12])=[O:11])=[CH:6][CH:5]=1)([O-:3])=[O:2].Cl. (2) Given the product [OH:16][C:17]1[CH:26]=[C:25]([N:5]2[CH2:6][CH2:7][C@@H:3]([N:2]([CH3:8])[CH3:1])[CH2:4]2)[CH:24]=[C:23]2[C:18]=1[C:19](=[O:28])[NH:20][CH:21]=[N:22]2, predict the reactants needed to synthesize it. The reactants are: [CH3:1][N:2]([CH3:8])[C@@H:3]1[CH2:7][CH2:6][NH:5][CH2:4]1.FC(F)(F)C(O)=O.[OH:16][C:17]1[CH:26]=[C:25](F)[CH:24]=[C:23]2[C:18]=1[C:19](=[O:28])[NH:20][CH:21]=[N:22]2.CO. (3) Given the product [CH2:1]([O:3][CH:4]([O:7][CH2:8][CH3:9])[CH2:5][O:18][C:10](=[O:17])[C:11]1[CH:16]=[CH:15][CH:14]=[CH:13][CH:12]=1)[CH3:2], predict the reactants needed to synthesize it. The reactants are: [CH2:1]([O:3][CH:4]([O:7][CH2:8][CH3:9])[CH2:5]Cl)[CH3:2].[C:10]([O-:18])(=[O:17])[C:11]1[CH:16]=[CH:15][CH:14]=[CH:13][CH:12]=1.[K+].[I-].[K+].CN(C=O)C. (4) Given the product [C:1]([C:3]1[CH:4]=[C:5]2[C:9](=[CH:10][CH:11]=1)[N:8]([S:40]([C:33]1[CH:34]=[CH:35][C:36]([O:38][CH3:39])=[CH:37][C:32]=1[O:31][CH3:30])(=[O:42])=[O:41])[C:7](=[O:12])[C:6]2([CH2:21][NH:22][C@@H:23]([CH3:29])[C:24]([N:26]([CH3:27])[CH3:28])=[O:25])[C:13]1[CH:18]=[CH:17][CH:16]=[CH:15][C:14]=1[O:19][CH3:20])#[N:2], predict the reactants needed to synthesize it. The reactants are: [C:1]([C:3]1[CH:4]=[C:5]2[C:9](=[CH:10][CH:11]=1)[NH:8][C:7](=[O:12])[C:6]2([CH2:21][NH:22][C@@H:23]([CH3:29])[C:24]([N:26]([CH3:28])[CH3:27])=[O:25])[C:13]1[CH:18]=[CH:17][CH:16]=[CH:15][C:14]=1[O:19][CH3:20])#[N:2].[CH3:30][O:31][C:32]1[CH:37]=[C:36]([O:38][CH3:39])[CH:35]=[CH:34][C:33]=1[S:40](Cl)(=[O:42])=[O:41]. (5) Given the product [C:14]([C:10]1[CH:9]=[C:5]([CH:4]=[C:3]([O:2][CH3:1])[C:11]=1[O:12][CH3:13])[C:6]([OH:8])=[O:7])#[CH:15], predict the reactants needed to synthesize it. The reactants are: [CH3:1][O:2][C:3]1[CH:4]=[C:5]([CH:9]=[C:10]([C:14]#[C:15][Si](C)(C)C)[C:11]=1[O:12][CH3:13])[C:6]([OH:8])=[O:7].CCCC[N+](CCCC)(CCCC)CCCC.[F-]. (6) Given the product [CH3:7][C:6]([CH2:8][CH3:10])=[C:2]1[CH:1]=[CH:5][CH:4]=[CH:3]1, predict the reactants needed to synthesize it. The reactants are: [CH:1]1[CH2:5][CH:4]=[CH:3][CH:2]=1.[CH2:6]([C:8]([CH3:10])=O)[CH3:7].N1CCCC1.